Dataset: Reaction yield outcomes from USPTO patents with 853,638 reactions. Task: Predict the reaction yield, written as a fraction of the theoretical maximum amount of product (1.0 means a 100% yield; for example, 0.34 means a 34% yield). The reactants are C([O:4][CH2:5][C:6]1[C:7]2[S:15][CH:14]=[C:13]([Br:16])[C:8]=2[C:9](Cl)=[N:10][CH:11]=1)(=O)C.[NH4+:17].[OH-]. The catalyst is O1CCOCC1. The product is [NH2:17][C:9]1[C:8]2[C:13]([Br:16])=[CH:14][S:15][C:7]=2[C:6]([CH2:5][OH:4])=[CH:11][N:10]=1. The yield is 0.840.